Dataset: Reaction yield outcomes from USPTO patents with 853,638 reactions. Task: Predict the reaction yield, written as a fraction of the theoretical maximum amount of product (1.0 means a 100% yield; for example, 0.34 means a 34% yield). (1) The reactants are [CH2:1]([N:8]1[CH2:13][CH2:12][C:11](=O)[C:10]([CH3:16])([CH3:15])[CH2:9]1)[C:2]1[CH:7]=[CH:6][CH:5]=[CH:4][CH:3]=1.Cl.[NH2:18][CH2:19][CH2:20][CH2:21][C:22]([O:24]C)=O.C(O)(=O)C.C(N(CC)CC)C.C(O[BH-](OC(=O)C)OC(=O)C)(=O)C.[Na+].C(=O)([O-])[O-].[K+].[K+].CCN=C=NCCCN(C)C.Cl. The catalyst is C(Cl)Cl.CO.CN(C=O)C. The product is [CH2:1]([N:8]1[CH2:13][CH2:12][CH:11]([N:18]2[CH2:19][CH2:20][CH2:21][C:22]2=[O:24])[C:10]([CH3:16])([CH3:15])[CH2:9]1)[C:2]1[CH:7]=[CH:6][CH:5]=[CH:4][CH:3]=1. The yield is 0.850. (2) The reactants are Br[C:2]1[C:11]([Cl:12])=[CH:10][C:5]2[N:6]=[C:7]([CH3:9])[O:8][C:4]=2[CH:3]=1.[NH2:13][C:14]1[CH:19]=[CH:18][C:17](B2OC(C)(C)C(C)(C)O2)=[CH:16][N:15]=1.[O-]P([O-])([O-])=O.[K+].[K+].[K+].CC(=O)OCC. The catalyst is C(#N)C.O1CCOCC1.O. The product is [Cl:12][C:11]1[C:2]([C:17]2[CH:18]=[CH:19][C:14]([NH2:13])=[N:15][CH:16]=2)=[CH:3][C:4]2[O:8][C:7]([CH3:9])=[N:6][C:5]=2[CH:10]=1. The yield is 0.600. (3) The reactants are [NH2:1][C:2]1[CH:7]=[CH:6][C:5]([C@@H:8]2[CH2:10][C@H:9]2[NH:11][C:12](=[O:18])[O:13][C:14]([CH3:17])([CH3:16])[CH3:15])=[CH:4][CH:3]=1.[C:19](Cl)(=[O:21])[CH3:20]. The catalyst is ClCCl. The product is [C:19]([NH:1][C:2]1[CH:7]=[CH:6][C:5]([C@@H:8]2[CH2:10][C@H:9]2[NH:11][C:12](=[O:18])[O:13][C:14]([CH3:15])([CH3:17])[CH3:16])=[CH:4][CH:3]=1)(=[O:21])[CH3:20]. The yield is 0.770. (4) The reactants are Br[C:2]1[CH:3]=[C:4]([CH:19]=[CH:20][CH:21]=1)[CH2:5][NH:6][C:7]([C:9]1[CH:10]=[C:11]2[C:16](=[CH:17][CH:18]=1)[N:15]=[CH:14][CH:13]=[CH:12]2)=[O:8].O1CCCC1.[CH2:27]([Mg]Cl)[C:28]1[CH:33]=[CH:32][CH:31]=[CH:30][CH:29]=1.O. The catalyst is C(#N)C.O.FC(F)(F)C(O)=O.C(OCC)(=O)C. The product is [CH2:27]([C:2]1[CH:3]=[C:4]([CH:19]=[CH:20][CH:21]=1)[CH2:5][NH:6][C:7]([C:9]1[CH:10]=[C:11]2[C:16](=[CH:17][CH:18]=1)[N:15]=[CH:14][CH:13]=[CH:12]2)=[O:8])[C:28]1[CH:33]=[CH:32][CH:31]=[CH:30][CH:29]=1. The yield is 0.190.